Task: Predict the reaction yield, written as a fraction of the theoretical maximum amount of product (1.0 means a 100% yield; for example, 0.34 means a 34% yield).. Dataset: Reaction yield outcomes from USPTO patents with 853,638 reactions (1) The reactants are Br[C:2]1[CH:3]=[N:4][C:5]([NH:8][C@H:9]2[CH2:13][CH2:12][N:11]([CH:14]3[CH2:19][CH2:18][N:17]([C:20]4[S:24][N:23]=[C:22]([CH:25]([CH3:27])[CH3:26])[N:21]=4)[CH2:16][CH2:15]3)[C:10]2=[O:28])=[N:6][CH:7]=1.[CH3:29][S:30]([O-:32])=[O:31].[Na+].[C@@H]1(N)CCCC[C@H]1N. The catalyst is CS(C)=O. The product is [CH:25]([C:22]1[N:21]=[C:20]([N:17]2[CH2:18][CH2:19][CH:14]([N:11]3[CH2:12][CH2:13][C@H:9]([NH:8][C:5]4[N:4]=[CH:3][C:2]([S:30]([CH3:29])(=[O:32])=[O:31])=[CH:7][N:6]=4)[C:10]3=[O:28])[CH2:15][CH2:16]2)[S:24][N:23]=1)([CH3:27])[CH3:26]. The yield is 0.618. (2) The reactants are [OH:1][C:2]1[CH:3]=[C:4]([CH:8]2[CH2:11][C:10]3([CH2:16][CH2:15][N:14]([C:17](OC(C)(C)C)=[O:18])[CH2:13][CH2:12]3)[CH2:9]2)[CH:5]=[CH:6][CH:7]=1.[Br:24][C:25]1[CH:26]=[CH:27][C:28](Cl)=[N:29][CH:30]=1.[N:32]1[CH:37]=[CH:36][CH:35]=[C:34]([NH:38]C(=O)OC2C=CC=CC=2)[N:33]=1. No catalyst specified. The product is [Br:24][C:25]1[CH:26]=[CH:27][C:28]([O:1][C:2]2[CH:3]=[C:4]([CH:8]3[CH2:11][C:10]4([CH2:16][CH2:15][N:14]([C:17]([NH:38][C:34]5[N:33]=[N:32][CH:37]=[CH:36][CH:35]=5)=[O:18])[CH2:13][CH2:12]4)[CH2:9]3)[CH:5]=[CH:6][CH:7]=2)=[N:29][CH:30]=1. The yield is 0.620. (3) The reactants are [NH2:1][C:2]1[C:3]([F:13])=[CH:4][C:5]([Cl:12])=[C:6]([CH:11]=1)[C:7]([O:9][CH3:10])=[O:8].N1C=CC=CC=1.[CH3:20][S:21](Cl)(=[O:23])=[O:22]. The catalyst is C(Cl)Cl. The product is [Cl:12][C:5]1[CH:4]=[C:3]([F:13])[C:2]([NH:1][S:21]([CH3:20])(=[O:23])=[O:22])=[CH:11][C:6]=1[C:7]([O:9][CH3:10])=[O:8]. The yield is 0.440.